This data is from NCI-60 drug combinations with 297,098 pairs across 59 cell lines. The task is: Regression. Given two drug SMILES strings and cell line genomic features, predict the synergy score measuring deviation from expected non-interaction effect. (1) Drug 1: CC(C)(C#N)C1=CC(=CC(=C1)CN2C=NC=N2)C(C)(C)C#N. Drug 2: C1=NNC2=C1C(=O)NC=N2. Cell line: RXF 393. Synergy scores: CSS=-1.06, Synergy_ZIP=-1.66, Synergy_Bliss=-4.31, Synergy_Loewe=-4.17, Synergy_HSA=-4.15. (2) Cell line: SF-268. Drug 2: C1C(C(OC1N2C=NC3=C2NC=NCC3O)CO)O. Drug 1: C1CCN(CC1)CCOC2=CC=C(C=C2)C(=O)C3=C(SC4=C3C=CC(=C4)O)C5=CC=C(C=C5)O. Synergy scores: CSS=0.0710, Synergy_ZIP=1.00, Synergy_Bliss=0.886, Synergy_Loewe=-1.68, Synergy_HSA=-4.28. (3) Drug 1: COC1=C(C=C2C(=C1)N=CN=C2NC3=CC(=C(C=C3)F)Cl)OCCCN4CCOCC4. Drug 2: C1=C(C(=O)NC(=O)N1)N(CCCl)CCCl. Cell line: HCT116. Synergy scores: CSS=22.5, Synergy_ZIP=-4.89, Synergy_Bliss=-4.03, Synergy_Loewe=-10.7, Synergy_HSA=-2.08. (4) Drug 1: C1=NC2=C(N1)C(=S)N=C(N2)N. Drug 2: CC=C1C(=O)NC(C(=O)OC2CC(=O)NC(C(=O)NC(CSSCCC=C2)C(=O)N1)C(C)C)C(C)C. Cell line: UACC62. Synergy scores: CSS=66.5, Synergy_ZIP=-3.69, Synergy_Bliss=-4.49, Synergy_Loewe=-4.35, Synergy_HSA=-1.51. (5) Drug 1: C1CCN(CC1)CCOC2=CC=C(C=C2)C(=O)C3=C(SC4=C3C=CC(=C4)O)C5=CC=C(C=C5)O. Drug 2: C1=CC=C(C=C1)NC(=O)CCCCCCC(=O)NO. Cell line: OVCAR-8. Synergy scores: CSS=26.6, Synergy_ZIP=-4.37, Synergy_Bliss=-1.34, Synergy_Loewe=-17.0, Synergy_HSA=-3.29.